From a dataset of Peptide-MHC class I binding affinity with 185,985 pairs from IEDB/IMGT. Regression. Given a peptide amino acid sequence and an MHC pseudo amino acid sequence, predict their binding affinity value. This is MHC class I binding data. (1) The peptide sequence is FFNVEIPEF. The MHC is HLA-B14:02 with pseudo-sequence HLA-B14:02. The binding affinity (normalized) is 0.213. (2) The peptide sequence is IQVTISSYK. The MHC is HLA-A68:01 with pseudo-sequence HLA-A68:01. The binding affinity (normalized) is 0.481. (3) The peptide sequence is QPGGSLRL. The MHC is HLA-B07:02 with pseudo-sequence HLA-B07:02. The binding affinity (normalized) is 0.316. (4) The peptide sequence is GKMDHVMAK. The MHC is Mamu-A20102 with pseudo-sequence Mamu-A20102. The binding affinity (normalized) is 0.0135.